From a dataset of Catalyst prediction with 721,799 reactions and 888 catalyst types from USPTO. Predict which catalyst facilitates the given reaction. (1) Reactant: Br[C:2]1[CH:3]=[C:4]2[C:31](=[CH:32][CH:33]=1)[O:30][C:29]([CH3:35])([CH3:34])[C:25]1([CH2:28][O:27][CH2:26]1)[C:5]12[CH2:9][O:8][C:7]([N:10](C(OC(C)(C)C)=O)C(OC(C)(C)C)=O)=[N:6]1.[NH:36]1[C:44]2[C:39](=[CH:40][C:41](B(O)O)=[CH:42][CH:43]=2)[CH:38]=[CH:37]1.C([O-])([O-])=O.[K+].[K+]. Product: [NH:36]1[C:44]2[C:39](=[CH:40][C:41]([C:2]3[CH:3]=[C:4]4[C:31](=[CH:32][CH:33]=3)[O:30][C:29]([CH3:35])([CH3:34])[C:25]3([CH2:28][O:27][CH2:26]3)[C:5]34[CH2:9][O:8][C:7]([NH2:10])=[N:6]3)=[CH:42][CH:43]=2)[CH:38]=[CH:37]1. The catalyst class is: 75. (2) Reactant: [Cl:1][C:2]1[CH:3]=[N:4][N:5]([CH3:38])[C:6]=1[C:7]1[N:12]=[C:11]2[CH2:13][N:14]([C@@H:17]([CH2:30][C:31]3[CH:36]=[CH:35][CH:34]=[C:33]([F:37])[CH:32]=3)[CH2:18][N:19]3C(=O)C4C(=CC=CC=4)C3=O)[C:15](=[O:16])[C:10]2=[CH:9][CH:8]=1.NN. Product: [NH2:19][CH2:18][C@@H:17]([N:14]1[C:15](=[O:16])[C:10]2[C:11](=[N:12][C:7]([C:6]3[N:5]([CH3:38])[N:4]=[CH:3][C:2]=3[Cl:1])=[CH:8][CH:9]=2)[CH2:13]1)[CH2:30][C:31]1[CH:36]=[CH:35][CH:34]=[C:33]([F:37])[CH:32]=1. The catalyst class is: 5. (3) Reactant: S(Cl)(Cl)=O.[CH2:5]([O:12][C:13]1[CH:14]=[CH:15][C:16]([N+:21]([O-:23])=[O:22])=[C:17]([CH:20]=1)[NH:18][CH3:19])[C:6]1[CH:11]=[CH:10][CH:9]=[CH:8][CH:7]=1.[CH3:24][O:25][C:26]([C:28]1[CH:29]=[C:30]([CH:36]=[CH:37][CH:38]=1)[O:31][CH2:32][C:33]([OH:35])=O)=[O:27]. Product: [CH2:5]([O:12][C:13]1[CH:14]=[CH:15][C:16]([N+:21]([O-:23])=[O:22])=[C:17]([N:18]([CH3:19])[C:33](=[O:35])[CH2:32][O:31][C:30]2[CH:29]=[C:28]([CH:38]=[CH:37][CH:36]=2)[C:26]([O:25][CH3:24])=[O:27])[CH:20]=1)[C:6]1[CH:7]=[CH:8][CH:9]=[CH:10][CH:11]=1. The catalyst class is: 213. (4) Reactant: [F:1][C:2]1[CH:10]=[CH:9][C:8]2[C:7](=[CH:11][O:12]C)[CH2:6][CH2:5][C:4]=2[C:3]=1[C:14]#[N:15].B(Br)(Br)Br. Product: [F:1][C:2]1[CH:10]=[CH:9][C:8]2[CH:7]([CH:11]=[O:12])[CH2:6][CH2:5][C:4]=2[C:3]=1[C:14]#[N:15]. The catalyst class is: 2.